Task: Predict the product of the given reaction.. Dataset: Forward reaction prediction with 1.9M reactions from USPTO patents (1976-2016) The product is: [ClH:40].[F:1][C:2]1[C:3]([CH2:24][NH:25][CH3:26])=[CH:4][N:5]([S:14]([C:17]2[CH:22]=[CH:21][CH:20]=[C:19]([CH3:23])[N:18]=2)(=[O:16])=[O:15])[C:6]=1[C:7]1[C:8]([F:13])=[N:9][CH:10]=[CH:11][CH:12]=1. Given the reactants [F:1][C:2]1[C:3]([CH2:24][N:25](C)[C:26](=O)OC(C)(C)C)=[CH:4][N:5]([S:14]([C:17]2[CH:22]=[CH:21][CH:20]=[C:19]([CH3:23])[N:18]=2)(=[O:16])=[O:15])[C:6]=1[C:7]1[C:8]([F:13])=[N:9][CH:10]=[CH:11][CH:12]=1.C(OCC)(=O)C.[ClH:40], predict the reaction product.